This data is from NCI-60 drug combinations with 297,098 pairs across 59 cell lines. The task is: Regression. Given two drug SMILES strings and cell line genomic features, predict the synergy score measuring deviation from expected non-interaction effect. (1) Drug 1: CC=C1C(=O)NC(C(=O)OC2CC(=O)NC(C(=O)NC(CSSCCC=C2)C(=O)N1)C(C)C)C(C)C. Drug 2: CN(C(=O)NC(C=O)C(C(C(CO)O)O)O)N=O. Cell line: SW-620. Synergy scores: CSS=54.7, Synergy_ZIP=-1.24, Synergy_Bliss=1.33, Synergy_Loewe=-39.4, Synergy_HSA=-1.46. (2) Cell line: A549. Drug 1: C1CCN(CC1)CCOC2=CC=C(C=C2)C(=O)C3=C(SC4=C3C=CC(=C4)O)C5=CC=C(C=C5)O. Drug 2: C1CCC(C1)C(CC#N)N2C=C(C=N2)C3=C4C=CNC4=NC=N3. Synergy scores: CSS=5.78, Synergy_ZIP=-1.73, Synergy_Bliss=1.32, Synergy_Loewe=-0.944, Synergy_HSA=-1.09.